This data is from Forward reaction prediction with 1.9M reactions from USPTO patents (1976-2016). The task is: Predict the product of the given reaction. Given the reactants [C:1]([C:5]1[CH:15]=[CH:14][C:8]([C:9]([O:11][CH2:12][CH3:13])=[O:10])=[CH:7][CH:6]=1)(=[O:4])[CH2:2][CH3:3].C1CNC(=O)C1.[Br:22][Br-]Br.N1CCCC1=O, predict the reaction product. The product is: [CH2:12]([O:11][C:9](=[O:10])[C:8]1[CH:14]=[CH:15][C:5]([C:1](=[O:4])[CH:2]([Br:22])[CH3:3])=[CH:6][CH:7]=1)[CH3:13].